The task is: Predict which catalyst facilitates the given reaction.. This data is from Catalyst prediction with 721,799 reactions and 888 catalyst types from USPTO. (1) Reactant: [Br:1][C:2]1[CH:3]=[CH:4][C:5]([Cl:10])=[C:6]([NH:8][NH2:9])[CH:7]=1.Cl[C:12]([O:14][CH3:15])=[O:13].CCN(CC)CC. Product: [Br:1][C:2]1[CH:3]=[CH:4][C:5]([Cl:10])=[C:6]([CH:7]=1)[NH:8][NH:9][C:12](=[O:13])[O:14][CH3:15]. The catalyst class is: 1. (2) Reactant: [Cl:1][C:2]1[C:10]2[C:9]([N:11]3[CH2:14][CH:13]([NH2:15])[CH2:12]3)=[N:8][C:7]([S:16][C:17]3[CH:26]=[N:25][C:24]4[C:19](=[N:20][CH:21]=[CH:22][N:23]=4)[CH:18]=3)=[N:6][C:5]=2[NH:4][C:3]=1[CH2:27][CH3:28].C(N(CC)CC)C.[CH3:36][S:37](Cl)(=[O:39])=[O:38].CO. Product: [Cl:1][C:2]1[C:10]2[C:9]([N:11]3[CH2:14][CH:13]([NH:15][S:37]([CH3:36])(=[O:39])=[O:38])[CH2:12]3)=[N:8][C:7]([S:16][C:17]3[CH:26]=[N:25][C:24]4[C:19](=[N:20][CH:21]=[CH:22][N:23]=4)[CH:18]=3)=[N:6][C:5]=2[NH:4][C:3]=1[CH2:27][CH3:28]. The catalyst class is: 37. (3) Reactant: C([O:8][C:9]1[C:10]2[N:11]([N:21]=[CH:22][CH:23]=2)[CH:12]=[C:13]([C:15]2[CH:16]=[N:17][N:18]([CH3:20])[CH:19]=2)[CH:14]=1)C1C=CC=CC=1. Product: [CH3:20][N:18]1[CH:19]=[C:15]([C:13]2[CH:14]=[C:9]([OH:8])[C:10]3[N:11]([N:21]=[CH:22][CH:23]=3)[CH:12]=2)[CH:16]=[N:17]1. The catalyst class is: 320. (4) Reactant: [NH2:1][C:2]1[CH:10]=[CH:9][CH:8]=[C:7]2[C:3]=1[CH:4]([CH2:12][C:13]([O:15]CC)=O)[C:5](=[O:11])[NH:6]2.C1(C)C=CC(S(O)(=O)=O)=CC=1. Product: [NH4+:1].[OH-:11].[NH:6]1[C:7]2[C:3]3[CH:4]([CH2:12][C:13](=[O:15])[NH:1][C:2]=3[CH:10]=[CH:9][CH:8]=2)[C:5]1=[O:11]. The catalyst class is: 52. (5) Reactant: C(OC([N:8]1[CH2:13][CH2:12][CH:11]([NH:14][C:15](=[O:46])[C:16]2[CH:21]=[CH:20][C:19]([NH:22][C:23]3[N:24]=[CH:25][C:26]4[N:32]([CH3:33])[C:31](=[O:34])[C:30]([F:36])([F:35])[CH2:29][N:28]([CH:37]5[CH2:41][CH2:40][CH2:39][CH2:38]5)[C:27]=4[N:42]=3)=[C:18]([O:43][CH2:44][CH3:45])[CH:17]=2)[CH2:10][CH2:9]1)=O)(C)(C)C.FC(F)(F)C(O)=O. Product: [CH:37]1([N:28]2[CH2:29][C:30]([F:35])([F:36])[C:31](=[O:34])[N:32]([CH3:33])[C:26]3[CH:25]=[N:24][C:23]([NH:22][C:19]4[CH:20]=[CH:21][C:16]([C:15]([NH:14][CH:11]5[CH2:12][CH2:13][NH:8][CH2:9][CH2:10]5)=[O:46])=[CH:17][C:18]=4[O:43][CH2:44][CH3:45])=[N:42][C:27]2=3)[CH2:38][CH2:39][CH2:40][CH2:41]1. The catalyst class is: 4. (6) The catalyst class is: 7. Reactant: [CH2:1]([N:8]1[C:12](=O)[CH2:11][CH:10]([C:14]2[CH:15]=[C:16]3[C:20](=[CH:21][CH:22]=2)[NH:19][CH:18]=[CH:17]3)[C:9]1=O)[C:2]1[CH:7]=[CH:6][CH:5]=[CH:4][CH:3]=1.[H-].[Al+3].[Li+].[H-].[H-].[H-]. Product: [CH2:1]([N:8]1[CH2:12][CH2:11][CH:10]([C:14]2[CH:15]=[C:16]3[C:20](=[CH:21][CH:22]=2)[NH:19][CH:18]=[CH:17]3)[CH2:9]1)[C:2]1[CH:7]=[CH:6][CH:5]=[CH:4][CH:3]=1. (7) Reactant: [H-].[Na+].[Br:3][C:4]1[N:8]([CH3:9])[C:7]([CH2:10][OH:11])=[N:6][CH:5]=1.I[CH3:13]. Product: [Br:3][C:4]1[N:8]([CH3:9])[C:7]([CH2:10][O:11][CH3:13])=[N:6][CH:5]=1. The catalyst class is: 49. (8) Reactant: F[C:2]1[CH:9]=[CH:8][C:5]([C:6]#[N:7])=[C:4]([C:10]([F:13])([F:12])[F:11])[C:3]=1[C:14]#[C:15][Si](C)(C)C.[NH2:20][C@@H:21]([CH3:26])[C:22]([CH3:25])([OH:24])[CH3:23].CCN(C(C)C)C(C)C.NC1C=CC=CC=1.N1C2C(=CC=CC=2)C=C1.CC([O-])(C)C.[K+]. Product: [OH:24][C:22]([CH3:25])([CH3:23])[C@@H:21]([N:20]1[C:2]2[C:3](=[C:4]([C:10]([F:13])([F:12])[F:11])[C:5]([C:6]#[N:7])=[CH:8][CH:9]=2)[CH:14]=[CH:15]1)[CH3:26]. The catalyst class is: 37. (9) Reactant: [I:1][C:2]1[CH:3]=[CH:4][C:5]([NH:8][S:9]([C:12]2[CH:17]=[CH:16][C:15]([CH3:18])=[CH:14][CH:13]=2)(=[O:11])=[O:10])=[N:6][CH:7]=1.[H-].[Na+].Br[CH:22]([CH3:28])[C:23]([CH:25]1[CH2:27][CH2:26]1)=[O:24].O. Product: [CH:25]1([C:23](=[O:24])[CH:22]([N:6]2[CH:7]=[C:2]([I:1])[CH:3]=[CH:4][C:5]2=[N:8][S:9]([C:12]2[CH:17]=[CH:16][C:15]([CH3:18])=[CH:14][CH:13]=2)(=[O:11])=[O:10])[CH3:28])[CH2:27][CH2:26]1. The catalyst class is: 3.